Dataset: Full USPTO retrosynthesis dataset with 1.9M reactions from patents (1976-2016). Task: Predict the reactants needed to synthesize the given product. (1) Given the product [CH:1]([O:4][C:5]1[CH:10]=[CH:9][CH:8]=[CH:7][C:6]=1[C:11]1([CH3:18])[NH:15][C:14](=[O:16])[N:13]([CH2:20][C:21](=[O:22])[C:23]2[CH:28]=[CH:27][CH:26]=[CH:25][CH:24]=2)[C:12]1=[O:17])([CH3:3])[CH3:2], predict the reactants needed to synthesize it. The reactants are: [CH:1]([O:4][C:5]1[CH:10]=[CH:9][CH:8]=[CH:7][C:6]=1[C:11]1([CH3:18])[NH:15][C:14](=[O:16])[NH:13][C:12]1=[O:17])([CH3:3])[CH3:2].Br[CH2:20][C:21]([C:23]1[CH:28]=[CH:27][CH:26]=[CH:25][CH:24]=1)=[O:22]. (2) Given the product [CH:1]1([N:7]2[CH2:13][C:12]([F:15])([F:14])[C:11](=[O:16])[N:10]([CH3:17])[C:9]3[CH:18]=[N:19][C:20]([NH:22][C:23]4[CH:31]=[CH:30][C:26]([C:27]([NH:49][C@H:44]5[CH2:46][CH2:47][NH:48][CH2:43]5)=[O:29])=[CH:25][C:24]=4[O:32][CH3:33])=[N:21][C:8]2=3)[CH2:2][CH2:3][CH2:4][CH2:5][CH2:6]1, predict the reactants needed to synthesize it. The reactants are: [CH:1]1([N:7]2[CH2:13][C:12]([F:15])([F:14])[C:11](=[O:16])[N:10]([CH3:17])[C:9]3[CH:18]=[N:19][C:20]([NH:22][C:23]4[CH:31]=[CH:30][C:26]([C:27]([OH:29])=O)=[CH:25][C:24]=4[O:32][CH3:33])=[N:21][C:8]2=3)[CH2:6][CH2:5][CH2:4][CH2:3][CH2:2]1.CN(C(ON1N=[N:49][C:44]2C=[CH:46][CH:47]=[N:48][C:43]1=2)=[N+](C)C)C.F[P-](F)(F)(F)(F)F.C(N1CC[C@H](N)C1)(OC(C)(C)C)=O. (3) Given the product [O:11]1[CH2:16][CH2:15][N:14]([CH2:17][C:18]2[CH:25]=[CH:24][C:21]([CH:22]=[O:28])=[CH:20][CH:19]=2)[CH2:13][CH2:12]1, predict the reactants needed to synthesize it. The reactants are: [H-].C([Al+]CC(C)C)C(C)C.[O:11]1[CH2:16][CH2:15][N:14]([CH2:17][C:18]2[CH:25]=[CH:24][C:21]([C:22]#N)=[CH:20][CH:19]=2)[CH2:13][CH2:12]1.Cl.C(=O)(O)[O-:28].[Na+]. (4) Given the product [ClH:55].[O:23]1[C:28]2[CH:29]=[CH:30][C:31]([CH2:33][NH:1][CH:2]3[CH2:7][CH2:6][N:5]([CH2:8][C@H:9]4[N:19]5[C:20]6[N:11]([C:12](=[O:22])[CH:13]=[CH:14][C:15]=6[N:16]=[CH:17][C:18]5=[O:21])[CH2:10]4)[CH2:4][CH2:3]3)=[CH:32][C:27]=2[O:26][CH2:25][CH2:24]1, predict the reactants needed to synthesize it. The reactants are: [NH2:1][CH:2]1[CH2:7][CH2:6][N:5]([CH2:8][C@H:9]2[N:19]3[C:20]4[N:11]([C:12](=[O:22])[CH:13]=[CH:14][C:15]=4[N:16]=[CH:17][C:18]3=[O:21])[CH2:10]2)[CH2:4][CH2:3]1.[O:23]1[C:28]2[CH:29]=[CH:30][C:31]([CH:33]=O)=[CH:32][C:27]=2[O:26][CH2:25][CH2:24]1.C(O[BH-](OC(=O)C)OC(=O)C)(=O)C.[Na+].C([O-])(O)=O.[Na+].C(Cl)(Cl)[Cl:55]. (5) Given the product [O:23]=[C:18]1[C@@:17]([N:16]2[CH:4]=[CH:2][CH:1]=[CH:7]2)([C:24]([O:26][CH2:27][CH3:28])=[O:25])[CH2:21][C:20](=[O:22])[NH:19]1, predict the reactants needed to synthesize it. The reactants are: [C@:1]12(CS(O)(=O)=O)[C:2](C)([CH3:4])[CH:1]([CH2:7][CH2:7]1)[CH2:4][C:2]2=O.[NH2:16][C@:17]1([C:24]([O:26][CH2:27][CH3:28])=[O:25])[CH2:21][C:20](=[O:22])[NH:19][C:18]1=[O:23].C([O-])(O)=O.[Na+].COC1CCC(OC)O1. (6) Given the product [CH3:31][CH:16]([CH2:15][CH3:1])[CH2:17][CH2:18][C:19]1[CH:24]=[CH:23][C:22]2[O:25][CH2:26][C:27](=[O:30])[CH2:28][O:29][C:21]=2[CH:20]=1, predict the reactants needed to synthesize it. The reactants are: [CH2:1](OCC=O)CC(CCC=C(C)C)C.[CH3:15][C:16]1([CH3:31])[C:24]2[CH:23]=[C:22]3[O:25][CH2:26][C:27](=[O:30])[CH2:28][O:29][C:21]3=[CH:20][C:19]=2[CH2:18][CH2:17]1. (7) Given the product [C:58]([O:57][C:55]([N:8]1[CH2:13][C@@H:12]2[CH2:14][C@H:9]1[CH:10]=[CH:11]2)=[O:56])([CH3:59])([CH3:60])[CH3:61], predict the reactants needed to synthesize it. The reactants are: OC[C@@H]([N:8]1[CH2:13][C@@H:12]2[CH2:14][C@H:9]1[CH:10]=[CH:11]2)C(OC)=O.C1(P(C2C=CC=CC=2)C2C=CC=CC=2)C=CC=CC=1.N(C(OCC)=O)=NC(OCC)=O.Cl.[C:55](O[C:55]([O:57][C:58]([CH3:61])([CH3:60])[CH3:59])=[O:56])([O:57][C:58]([CH3:61])([CH3:60])[CH3:59])=[O:56]. (8) Given the product [CH:18]([C:11]1[C:12](=[O:17])[NH:13][C:14](=[O:16])[NH:15][C:10]=1[O:9][C:8]1[CH:7]=[C:6]([CH:23]=[C:22]([CH3:24])[CH:21]=1)[CH:2]=[O:1])([CH3:20])[CH3:19], predict the reactants needed to synthesize it. The reactants are: [O:1]1CCO[CH:2]1[C:6]1[CH:7]=[C:8]([CH:21]=[C:22]([CH3:24])[CH:23]=1)[O:9][C:10]1[NH:15][C:14](=[O:16])[NH:13][C:12](=[O:17])[C:11]=1[CH:18]([CH3:20])[CH3:19].CC1C=CC(S([O-])(=O)=O)=CC=1.C1C=C[NH+]=CC=1.